From a dataset of Reaction yield outcomes from USPTO patents with 853,638 reactions. Predict the reaction yield, written as a fraction of the theoretical maximum amount of product (1.0 means a 100% yield; for example, 0.34 means a 34% yield). (1) The reactants are [CH2:1]([O:8][C:9]1([C:12]2[CH:17]=[CH:16][C:15]([C:18]#[C:19][C:20]3[CH:30]=[CH:29][C:23]([C:24]([O:26]CC)=[O:25])=[CH:22][CH:21]=3)=[CH:14][CH:13]=2)[CH2:11][CH2:10]1)[C:2]1[CH:7]=[CH:6][CH:5]=[CH:4][CH:3]=1.[OH-].[Na+]. The catalyst is C(O)C.O1CCCC1. The product is [CH2:1]([O:8][C:9]1([C:12]2[CH:17]=[CH:16][C:15]([C:18]#[C:19][C:20]3[CH:21]=[CH:22][C:23]([C:24]([OH:26])=[O:25])=[CH:29][CH:30]=3)=[CH:14][CH:13]=2)[CH2:10][CH2:11]1)[C:2]1[CH:7]=[CH:6][CH:5]=[CH:4][CH:3]=1. The yield is 0.890. (2) The reactants are [F:1][CH:2]([F:17])[CH2:3][NH:4][CH:5]1[CH2:11][CH2:10][C:9]2[CH:12]=[C:13]([NH2:16])[CH:14]=[CH:15][C:8]=2[CH2:7][CH2:6]1.Cl[C:19]1[N:24]=[C:23]([NH:25][C@@H:26]2[CH2:31][CH2:30][CH2:29][CH2:28][C@H:27]2[NH:32][S:33]([CH3:36])(=[O:35])=[O:34])[C:22]([Cl:37])=[CH:21][N:20]=1. No catalyst specified. The product is [Cl:37][C:22]1[C:23]([NH:25][C@@H:26]2[CH2:31][CH2:30][CH2:29][CH2:28][C@H:27]2[NH:32][S:33]([CH3:36])(=[O:35])=[O:34])=[N:24][C:19]([NH:16][C:13]2[CH:14]=[CH:15][C:8]3[CH2:7][CH2:6][CH:5]([NH:4][CH2:3][CH:2]([F:17])[F:1])[CH2:11][CH2:10][C:9]=3[CH:12]=2)=[N:20][CH:21]=1. The yield is 0.610. (3) The reactants are [Br:1][C:2]1[C:7]([O:8][CH3:9])=[CH:6][C:5]([C:10]2[O:14][N:13]=[C:12]([CH:15]([OH:31])[CH:16]([O:29][CH3:30])[C:17]3[CH:22]=[CH:21][C:20]([N:23]4[CH2:28][CH2:27][O:26][CH2:25][CH2:24]4)=[CH:19][CH:18]=3)[N:11]=2)=[CH:4][C:3]=1[O:32][CH3:33].CC(OI1(OC(C)=O)(OC(C)=O)OC(=O)C2C1=CC=CC=2)=O. The catalyst is C(Cl)Cl.CCOCC.C([O-])(O)=O.[Na+].[O-]S([O-])(=S)=O.[Na+].[Na+]. The product is [Br:1][C:2]1[C:3]([O:32][CH3:33])=[CH:4][C:5]([C:10]2[O:14][N:13]=[C:12]([C:15](=[O:31])[CH:16]([O:29][CH3:30])[C:17]3[CH:22]=[CH:21][C:20]([N:23]4[CH2:28][CH2:27][O:26][CH2:25][CH2:24]4)=[CH:19][CH:18]=3)[N:11]=2)=[CH:6][C:7]=1[O:8][CH3:9]. The yield is 0.700. (4) The reactants are [NH:1]1[CH2:6][CH2:5][CH2:4][C@H:3]([C:7]([O:9][CH2:10][CH3:11])=[O:8])[CH2:2]1.CCN(CC)CC.[C:19](Cl)(=[O:24])[CH2:20][CH:21]([CH3:23])[CH3:22]. The catalyst is C(Cl)Cl. The product is [CH3:22][CH:21]([CH3:23])[CH2:20][C:19]([N:1]1[CH2:6][CH2:5][CH2:4][C@H:3]([C:7]([O:9][CH2:10][CH3:11])=[O:8])[CH2:2]1)=[O:24]. The yield is 0.975. (5) The reactants are Cl[C:2]1[N:7]=[CH:6][N:5]=[C:4]([NH2:8])[C:3]=1[NH2:9].[IH:10].C([O-])(O)=O.[Na+]. No catalyst specified. The product is [I:10][C:2]1[N:7]=[CH:6][N:5]=[C:4]([NH2:8])[C:3]=1[NH2:9]. The yield is 0.980. (6) The reactants are [Cl:1][CH2:2][C:3]([C:15]1[CH:20]=[CH:19][C:18]([F:21])=[CH:17][C:16]=1[F:22])([OH:14])[CH:4]([O:6][Si](C(C)(C)C)(C)C)[CH3:5].[F-].[K+].O.C(OCC)(=O)C. The catalyst is CO. The product is [Cl:1][CH2:2][C:3]([C:15]1[CH:20]=[CH:19][C:18]([F:21])=[CH:17][C:16]=1[F:22])([OH:14])[CH:4]([OH:6])[CH3:5]. The yield is 0.170. (7) The reactants are C([O:8][C:9](=[O:28])[C@@H:10]([NH:14][C:15](=[O:27])[C@@H:16]([NH:18][C:19]([C:21]1[CH:25]=[C:24]([CH3:26])[O:23][N:22]=1)=[O:20])[CH3:17])[CH2:11][O:12][CH3:13])C1C=CC=CC=1. The catalyst is CO.[OH-].[OH-].[Pd+2]. The product is [CH3:13][O:12][CH2:11][C@H:10]([NH:14][C:15](=[O:27])[C@@H:16]([NH:18][C:19]([C:21]1[CH:25]=[C:24]([CH3:26])[O:23][N:22]=1)=[O:20])[CH3:17])[C:9]([OH:28])=[O:8]. The yield is 0.930. (8) The reactants are [C:1]([C:3]1[C:11]2[C:6](=[CH:7][CH:8]=[CH:9][CH:10]=2)[N:5]([C:12]2[CH:17]=[CH:16][CH:15]=[C:14]([F:18])[CH:13]=2)[C:4]=1[C:19]([OH:21])=O)#[N:2].F[P-](F)(F)(F)(F)F.[N:29]1([O:38][C:39](N(C)C)=[N+](C)C)[C:33]2C=CC=CC=2N=N1.C(N(CC)C(C)C)(C)C.Cl.CNOC. The catalyst is CN(C)C=O. The product is [C:1]([C:3]1[C:11]2[C:6](=[CH:7][CH:8]=[CH:9][CH:10]=2)[N:5]([C:12]2[CH:17]=[CH:16][CH:15]=[C:14]([F:18])[CH:13]=2)[C:4]=1[C:19]([N:29]([O:38][CH3:39])[CH3:33])=[O:21])#[N:2]. The yield is 0.650.